From a dataset of Full USPTO retrosynthesis dataset with 1.9M reactions from patents (1976-2016). Predict the reactants needed to synthesize the given product. (1) Given the product [F:1][C:2]([F:7])([F:6])[C:3]([OH:5])=[O:4].[CH2:119]([N:126]1[CH2:127][CH2:128][N:129]([CH2:132][CH2:133][NH:134][C:135](=[O:136])[NH:8][CH2:9][CH2:10][NH:11][C:12]([C:14]2[N:22]=[C:21]3[C:17]([N:18]=[CH:19][N:20]3[C@@H:23]3[CH2:27][C@H:26]([N:28]4[CH:32]=[C:31]([CH2:33][OH:34])[CH:30]=[N:29]4)[C@@H:25]([OH:35])[C@H:24]3[OH:36])=[C:16]([NH:37][CH2:38][CH:39]([C:46]3[CH:47]=[CH:48][CH:49]=[CH:50][CH:51]=3)[C:40]3[CH:41]=[CH:42][CH:43]=[CH:44][CH:45]=3)[N:15]=2)=[O:13])[CH2:130][CH2:131]1)[C:120]1[CH:125]=[CH:124][CH:123]=[CH:122][CH:121]=1, predict the reactants needed to synthesize it. The reactants are: [F:1][C:2]([F:7])([F:6])[C:3]([OH:5])=[O:4].[NH2:8][CH2:9][CH2:10][NH:11][C:12]([C:14]1[N:22]=[C:21]2[C:17]([N:18]=[CH:19][N:20]2[C@@H:23]2[CH2:27][C@H:26]([N:28]3[CH:32]=[C:31]([CH2:33][OH:34])[CH:30]=[N:29]3)[C@@H:25]([OH:35])[C@H:24]2[OH:36])=[C:16]([NH:37][CH2:38][CH:39]([C:46]2[CH:51]=[CH:50][CH:49]=[CH:48][CH:47]=2)[C:40]2[CH:45]=[CH:44][CH:43]=[CH:42][CH:41]=2)[N:15]=1)=[O:13].FC(F)(F)C(O)=O.O[C@@H]1[C@H](O)[C@@H](N2C=C(C)C=N2)C[C@H]1N1C=NC2C1=NC(NC1CCC(NC(NC3CCN(C4C=CC=CN=4)CC3)=O)CC1)=NC=2NCC(C1C=CC=CC=1)C1C=CC=CC=1.[CH2:119]([N:126]1[CH2:131][CH2:130][N:129]([CH2:132][CH2:133][NH:134][C:135](N2C=CN=C2)=[O:136])[CH2:128][CH2:127]1)[C:120]1[CH:125]=[CH:124][CH:123]=[CH:122][CH:121]=1. (2) Given the product [N:1]1([CH2:7][N:8]([CH3:15])[CH3:9])[CH:5]=[CH:4][N:3]=[CH:2]1, predict the reactants needed to synthesize it. The reactants are: [NH:1]1[CH:5]=[CH:4][N:3]=[CH:2]1.Cl.[CH3:7][NH:8][CH3:9].Cl.C=O.[OH-].[K+].[C:15]([O-])([O-])=O.[K+].[K+]. (3) Given the product [CH2:1]([O:3][C:4]([C:6]1[O:10][C:9]([CH:11]2[CH2:16][CH2:15][CH2:14][CH2:13][CH2:12]2)=[N:8][C:7]=1[CH2:18][O:24][CH2:22][CH3:23])=[O:5])[CH3:2], predict the reactants needed to synthesize it. The reactants are: [CH2:1]([O:3][C:4]([C:6]1[O:10][C:9]([C:11]2(Br)[CH2:16][CH2:15][CH2:14][CH2:13][CH2:12]2)=[N:8][C:7]=1[CH2:18]Br)=[O:5])[CH3:2].[H-].[Na+].[C:22](O)(=[O:24])[CH3:23]. (4) Given the product [CH2:20]([C:3]1[CH:8]=[CH:7][CH:6]=[C:5]([O:9][CH3:10])[C:4]=1/[CH:11]=[N:12]/[CH:13]([CH:17]([CH3:19])[CH3:18])[CH:14]([CH3:16])[CH3:15])[CH3:21], predict the reactants needed to synthesize it. The reactants are: CO[C:3]1[CH:8]=[CH:7][CH:6]=[C:5]([O:9][CH3:10])[C:4]=1/[CH:11]=[N:12]/[CH:13]([CH:17]([CH3:19])[CH3:18])[CH:14]([CH3:16])[CH3:15].[CH2:20]([Li])[CH3:21]. (5) The reactants are: [Cl:1][C:2]1[CH:7]=[CH:6][C:5]([CH2:8][OH:9])=[C:4]([F:10])[CH:3]=1.N1C=CN=C1.[C:16]([Si:20](Cl)([CH3:22])[CH3:21])([CH3:19])([CH3:18])[CH3:17]. Given the product [Cl:1][C:2]1[CH:7]=[CH:6][C:5]([CH2:8][O:9][Si:20]([C:16]([CH3:19])([CH3:18])[CH3:17])([CH3:22])[CH3:21])=[C:4]([F:10])[CH:3]=1, predict the reactants needed to synthesize it. (6) Given the product [C:8]([C:7]1[CH:10]=[C:11]([C:14]2[O:18][N:17]=[C:16]([C:19]3[CH:29]=[CH:28][C:22]4[CH2:23][CH2:24][N:25]([CH2:32][CH2:31][C:30]([NH2:34])=[O:33])[CH2:26][CH2:27][C:21]=4[CH:20]=3)[N:15]=2)[CH:12]=[CH:13][C:6]=1[O:5][CH:3]([CH3:2])[CH3:4])#[N:9], predict the reactants needed to synthesize it. The reactants are: Cl.[CH3:2][CH:3]([O:5][C:6]1[CH:13]=[CH:12][C:11]([C:14]2[O:18][N:17]=[C:16]([C:19]3[CH:29]=[CH:28][C:22]4[CH2:23][CH2:24][NH:25][CH2:26][CH2:27][C:21]=4[CH:20]=3)[N:15]=2)=[CH:10][C:7]=1[C:8]#[N:9])[CH3:4].[C:30]([NH2:34])(=[O:33])[CH:31]=[CH2:32].C1CCN2C(=NCCC2)CC1.